Task: Predict the product of the given reaction.. Dataset: Forward reaction prediction with 1.9M reactions from USPTO patents (1976-2016) (1) Given the reactants I[C:2]1[CH:6]=[CH:5][S:4][CH:3]=1.[CH3:7][O:8][C:9](=[O:34])[C:10]1[CH:15]=[CH:14][CH:13]=[C:12]([CH2:16][N:17]([C:28]2[CH:33]=[CH:32][CH:31]=[CH:30][CH:29]=2)[C:18](=[O:27])[C:19]#[C:20][C:21]2[CH:26]=[CH:25][CH:24]=[CH:23][CH:22]=2)[CH:11]=1, predict the reaction product. The product is: [CH3:7][O:8][C:9](=[O:34])[C:10]1[CH:15]=[CH:14][CH:13]=[C:12]([CH2:16][N:17]2[C:28]3[C:33](=[CH:32][CH:31]=[CH:30][CH:29]=3)/[C:19](=[C:20](/[C:21]3[CH:22]=[CH:23][CH:24]=[CH:25][CH:26]=3)\[C:2]3[CH:6]=[CH:5][S:4][CH:3]=3)/[C:18]2=[O:27])[CH:11]=1. (2) The product is: [NH2:1][C:4]1[CH:5]=[CH:6][C:7]2[O:12][CH2:11][C:10](=[O:13])[NH:9][C:8]=2[CH:14]=1. Given the reactants [N+:1]([C:4]1[CH:5]=[CH:6][C:7]2[O:12][CH2:11][C:10](=[O:13])[NH:9][C:8]=2[CH:14]=1)([O-])=O.[BH4-].[K+].[H][H], predict the reaction product. (3) Given the reactants C[N:2]([CH:4]=O)C.Br[C:7]1[CH:12]=[CH:11][C:10]([F:13])=[CH:9][C:8]=1[CH3:14].[Cl-].[NH4+].N, predict the reaction product. The product is: [F:13][C:10]1[CH:11]=[CH:12][C:7]([C:4]#[N:2])=[C:8]([CH3:14])[CH:9]=1. (4) Given the reactants [F:1][C:2]1[CH:10]=[CH:9][CH:8]=[C:7]2[C:3]=1[C:4]([CH2:25][C:26]([O:28]CC)=[O:27])=[CH:5][N:6]2[CH2:11][C:12]1[CH:17]=[CH:16][C:15]([C:18]2[CH:19]=[N:20][N:21]([CH3:23])[CH:22]=2)=[CH:14][C:13]=1[F:24].[OH-].[K+].O.Cl, predict the reaction product. The product is: [F:1][C:2]1[CH:10]=[CH:9][CH:8]=[C:7]2[C:3]=1[C:4]([CH2:25][C:26]([OH:28])=[O:27])=[CH:5][N:6]2[CH2:11][C:12]1[CH:17]=[CH:16][C:15]([C:18]2[CH:19]=[N:20][N:21]([CH3:23])[CH:22]=2)=[CH:14][C:13]=1[F:24]. (5) The product is: [S:10]1[C:14]2[CH:15]=[CH:16][CH:17]=[CH:18][C:13]=2[N:12]=[C:11]1[C:19]1[C:25]([OH:26])=[N:9][C:7]([CH:4]2[CH2:5][CH2:6][O:1][CH2:2][CH2:3]2)=[N:8][C:20]=1[OH:21]. Given the reactants [O:1]1[CH2:6][CH2:5][CH:4]([C:7](=[NH:9])[NH2:8])[CH2:3][CH2:2]1.[S:10]1[C:14]2[CH:15]=[CH:16][CH:17]=[CH:18][C:13]=2[N:12]=[C:11]1[CH:19]([C:25](OCC)=[O:26])[C:20](OCC)=[O:21], predict the reaction product. (6) Given the reactants C[O:2][C:3]([C:5]1[C:6]([C:14]2[CH:19]=[CH:18][CH:17]=[CH:16][C:15]=2[N+:20]([O-:22])=[O:21])=[CH:7][CH:8]=[C:9]([C:11](=[S:13])[NH2:12])[CH:10]=1)=[O:4].Br[CH2:24][C:25]([C:27]1[C:32]([F:33])=[CH:31][CH:30]=[CH:29][C:28]=1[F:34])=O, predict the reaction product. The product is: [F:33][C:32]1[CH:31]=[CH:30][CH:29]=[C:28]([F:34])[C:27]=1[C:25]1[N:12]=[C:11]([C:9]2[CH:10]=[C:5]([C:3]([OH:2])=[O:4])[C:6]([C:14]3[CH:19]=[CH:18][CH:17]=[CH:16][C:15]=3[N+:20]([O-:22])=[O:21])=[CH:7][CH:8]=2)[S:13][CH:24]=1.